From a dataset of Experimentally validated miRNA-target interactions with 360,000+ pairs, plus equal number of negative samples. Binary Classification. Given a miRNA mature sequence and a target amino acid sequence, predict their likelihood of interaction. (1) The miRNA is hsa-miR-8073 with sequence ACCUGGCAGCAGGGAGCGUCGU. The protein sequence of the target gene is MSVRYTLNLRVFWPLVTGLCTALVCLYHALRSSEDARAESPDGADSGFPLLKVAILLLLGYILLRCRHAIRQRLLPGSSRPRGHANFSARSLQEPGLSILLESYYEHEVRLSPHVLGHSKAHVSRIVGELVQAGRARGSPGLITGGALALAFRGDFIQVGSAYEQHKIRRPDSFDVLVPLRLPPQVALEPRSLGTEPSLTPAFRSCFVCALKAPPSPSGASTGQWHRDCKPFAEGFCVDVQGRRHLSATLVLRWFQAHLQRSLATVRYSLEGRCRVSLTPGSLEQPPTLHILPCRTDYGC.... Result: 0 (no interaction). (2) The miRNA is rno-miR-30b-5p with sequence UGUAAACAUCCUACACUCAGCU. The protein sequence of the target gene is MQSTDLGNKESGKIWHRKPSPATRDGIIVNIIHNTSDYHPKVLRFLNVAFDGTGDCLIAGDHQGNIYVFDLHGNRFNLVQRTAQACTALAFNLRRKSEFLVALADYSIKCFDTVTKELVSWMRGHESSVFSISVHASGKYAITTSSDTAQLWDLDTFQRKRKLNIRQSVGIQKVFFLPLSNTILSCFKDNSIFAWECDTLFCKYQLPAPPESSSILYKVFAVTRDGRILAAGGKSNHLHLWCLEARQLFRIIQMPTKVRAIRHLEFLPDSFDAGSNQVLGVLSQDGIMRFINMQTCKLLF.... Result: 0 (no interaction). (3) The miRNA is hsa-miR-511-5p with sequence GUGUCUUUUGCUCUGCAGUCA. The protein sequence of the target gene is MPSIKLQSSDGEIFEVDVEIAKQSVTIKTMLEDLGMDDEGDDDPVPLPNVNAAILKKVIQWCTHHKDDPPPPEDDENKEKRTDDIPVWDQEFLKVDQGTLFELILAANYLDIKGLLDVTCKTVANMIKGKTPEEIRKTFNIKNDFTEEEEAQVRKENQWCEEK. Result: 0 (no interaction). (4) The miRNA is hsa-let-7a-3p with sequence CUAUACAAUCUACUGUCUUUC. The protein sequence of the target gene is MIAAQAKLVYHLNKYYNEKCQARKAAIAKTIREVCKVVSDVLKEVEVQEPRFISSLNEMDNRYEGLEVISPTEFEVVLYLNQMGVFNFVDDGSLPGCAVLKLSDGRKRSMSLWVEFITASGYLSARKIRSRFQTLVAQAVDKCSYRDVVKMVADTSEVKLRIRDRYVVQITPAFKCTGIWPRSAAHWPLPHIPWPGPNRVAEVKAEGFNLLSKECHSLAGKQSSAESDAWVLQFAEAENRLQMGGCRKKCLSILKTLRDRHLELPGQPLNNYHMKTLVSYECEKHPRESDWDESCLGDRL.... Result: 0 (no interaction). (5) The miRNA is hsa-miR-1261 with sequence AUGGAUAAGGCUUUGGCUU. The protein sequence of the target gene is MWATCCNWFCLDGQPEEVPPPQGARMQAYSNPGYSSFPSPTGLEPSCKSCGAHFANTARKQTCLDCKKNFCMTCSSQVGNGPRLCLLCQRFRATAFQREELMKMKVKDLRDYLSLHDISTEMCREKEELVLLVLGQQPVISQEDRTRASTLSPDFPEQQAFLTQPHSSMVPPTSPNLPSSSAQATSVPPAQVQENQQANGHVSQDQEEPVYLESVARVPAEDETQSIDSEDSFVPGRRASLSDLTDLEDIEGLTVRQLKEILARNFVNYKGCCEKWELMERVTRLYKDQKGLQHLVSGAE.... Result: 0 (no interaction). (6) The miRNA is hsa-miR-99b-3p with sequence CAAGCUCGUGUCUGUGGGUCCG. Result: 0 (no interaction). The protein sequence of the target gene is MLAWQDVGAKAAPSHHKISFSVLDILDPQKFTRAALPPVRLAALEAKKSLEEVEAGQDACSGNPIGSQETPDAVGRGIDPGSPVEGSEAEEEEEAEDAGRAHQPERWQGVHEGSPEARAVAVGTEESGAEGLPASPGSPGSPRPRRRRAESSCAKPRRARTAFTYEQLVALENKFRATRYLSVCERLNLALSLSLTETQVKIWFQNRRTKWKKQNPGADGAVQAGGGAPQPGTPGAVAGGGGSATGSSPGPPVPGALPYQTFPTYPATNVLFPAASFPLTTAANGSPFTPFLGPSYLTPF....